Task: Predict the reactants needed to synthesize the given product.. Dataset: Full USPTO retrosynthesis dataset with 1.9M reactions from patents (1976-2016) (1) Given the product [NH2:1][CH2:2][CH2:3][N:4]1[CH:8]=[C:7]([NH:9][C:10]([C:12]2[N:13]=[CH:14][O:15][C:16]=2[C:17]2[CH:18]=[C:19]([CH3:23])[CH:20]=[CH:21][CH:22]=2)=[O:11])[N:24]=[CH:25]1, predict the reactants needed to synthesize it. The reactants are: [NH2:1][CH2:2][CH2:3][N:4]1[CH:8]=[C:7]([NH:9][C:10]([C:12]2[N:13]=[CH:14][O:15][C:16]=2[C:17]2[CH:18]=[C:19]([CH3:23])[CH:20]=[CH:21][CH:22]=2)=[O:11])C=N1.[NH:24]1C=C(N)N=[CH:25]1. (2) Given the product [F:33][CH:34]1[CH2:37][N:36]([CH2:1][C:3]2[CH:4]=[C:5]([CH2:9][C:10]([NH:12][C:13]3[CH:14]=[N:15][CH:16]=[C:17]([C:19]([C:21]4[C:29]5[CH:28]=[N:27][CH:26]=[N:25][C:24]=5[N:23]([CH:30]([CH3:32])[CH3:31])[CH:22]=4)=[O:20])[CH:18]=3)=[O:11])[CH:6]=[CH:7][CH:8]=2)[CH2:35]1, predict the reactants needed to synthesize it. The reactants are: [CH:1]([C:3]1[CH:4]=[C:5]([CH2:9][C:10]([NH:12][C:13]2[CH:14]=[N:15][CH:16]=[C:17]([C:19]([C:21]3[C:29]4[CH:28]=[N:27][CH:26]=[N:25][C:24]=4[N:23]([CH:30]([CH3:32])[CH3:31])[CH:22]=3)=[O:20])[CH:18]=2)=[O:11])[CH:6]=[CH:7][CH:8]=1)=O.[F:33][CH:34]1[CH2:37][NH:36][CH2:35]1. (3) Given the product [F:48][C:2]([F:1])([F:47])[C:3]1[CH:4]=[C:5]([C@H:13]2[O:17][C:16](=[O:18])[N:15]([CH2:19][C:20]3[CH:25]=[C:24]([C:26]([F:28])([F:29])[F:27])[CH:23]=[CH:22][C:21]=3[N:30]([CH2:33][C@H:34]3[CH2:35][CH2:36][C@H:37]([CH2:40][C:41]([OH:43])=[O:42])[CH2:38][CH2:39]3)[CH2:31][CH3:32])[C@H:14]2[CH3:46])[CH:6]=[C:7]([C:9]([F:10])([F:12])[F:11])[CH:8]=1, predict the reactants needed to synthesize it. The reactants are: [F:1][C:2]([F:48])([F:47])[C:3]1[CH:4]=[C:5]([C@H:13]2[O:17][C:16](=[O:18])[N:15]([CH2:19][C:20]3[CH:25]=[C:24]([C:26]([F:29])([F:28])[F:27])[CH:23]=[CH:22][C:21]=3[N:30]([CH2:33][C@H:34]3[CH2:39][CH2:38][C@H:37]([CH2:40][C:41]([O:43]CC)=[O:42])[CH2:36][CH2:35]3)[CH2:31][CH3:32])[C@H:14]2[CH3:46])[CH:6]=[C:7]([C:9]([F:12])([F:11])[F:10])[CH:8]=1.[OH-].[K+].C(O)(=O)CC(CC(O)=O)(C(O)=O)O. (4) Given the product [CH3:29][C:13]1([CH3:30])[O:12][CH2:11][C:10]2[C:16](=[CH:17][NH:8][N:9]=2)[C:15]2[N:18]=[C:19]([NH:21][C:22]3[N:27]=[C:26]([CH3:28])[CH:25]=[CH:24][N:23]=3)[S:20][C:14]1=2, predict the reactants needed to synthesize it. The reactants are: COC1C=CC(C[N:8]2[CH:17]=[C:16]3[C:10]([CH2:11][O:12][C:13]([CH3:30])([CH3:29])[C:14]4[S:20][C:19]([NH:21][C:22]5[N:27]=[C:26]([CH3:28])[CH:25]=[CH:24][N:23]=5)=[N:18][C:15]=43)=[N:9]2)=CC=1.